Dataset: Full USPTO retrosynthesis dataset with 1.9M reactions from patents (1976-2016). Task: Predict the reactants needed to synthesize the given product. (1) Given the product [O:30]=[C:29]1[C:28]2[C:27](=[CH:35][CH:34]=[CH:33][CH:32]=2)[C:13](=[O:14])[N:15]1[C@H:16]1[CH2:17][CH2:18][C@H:19]([CH2:22][C:23]([OH:25])=[O:24])[CH2:20][CH2:21]1, predict the reactants needed to synthesize it. The reactants are: FC(F)(F)C(O)=O.C(O[C:13]([NH:15][C@H:16]1[CH2:21][CH2:20][C@H:19]([CH2:22][C:23]([OH:25])=[O:24])[CH2:18][CH2:17]1)=[O:14])(C)(C)C.C1(=O)O[C:29](=[O:30])[C:28]2=[CH:32][CH:33]=[CH:34][CH:35]=[C:27]12.CO. (2) Given the product [NH2:3][CH2:25][C:26]1[N:34]=[C:33]2[C:29]([NH:30][CH:31]=[N:32]2)=[CH:28][N:27]=1, predict the reactants needed to synthesize it. The reactants are: CC1C=C(OC2CCNCC2)N=C[N:3]=1.CCN(C(C)C)C(C)C.Cl[CH2:25][C:26]1[N:34]=[C:33]2[C:29]([NH:30][CH:31]=[N:32]2)=[CH:28][N:27]=1. (3) Given the product [Cl:38][C:25]1[CH:26]=[CH:27][C:28]([NH:30][C:31]([N:33]2[CH2:34][CH2:35][CH2:36][CH2:37]2)=[O:32])=[CH:29][C:24]=1[C:22]1[N:23]=[C:18]2[N:17]=[CH:16][C:15]([C:12]3[CH:11]=[CH:10][C:9]([NH:7][CH3:6])=[CH:14][CH:13]=3)=[CH:20][N:19]2[CH:21]=1, predict the reactants needed to synthesize it. The reactants are: C(O[C:6](=O)[N:7]([C:9]1[CH:14]=[CH:13][C:12]([C:15]2[CH:16]=[N:17][C:18]3[N:19]([CH:21]=[C:22]([C:24]4[CH:29]=[C:28]([NH:30][C:31]([N:33]5[CH2:37][CH2:36][CH2:35][CH2:34]5)=[O:32])[CH:27]=[CH:26][C:25]=4[Cl:38])[N:23]=3)[CH:20]=2)=[CH:11][CH:10]=1)C)(C)(C)C.C(O)(C(F)(F)F)=O. (4) Given the product [CH3:1][CH2:2][CH2:3][CH2:4][NH:5][C:6]1[CH:11]=[CH:10][C:9]([C:12]([O:14][CH2:15][CH2:16][N:17]([CH3:19])[CH3:18])=[O:13])=[CH:8][CH:7]=1.[CH:11]1([O:27][P:26]([OH:29])([OH:28])=[O:25])[CH:10]([O:22][P:21]([OH:24])([OH:23])=[O:20])[CH:9]([O:27][P:26]([OH:29])([OH:28])=[O:25])[CH:8]([O:22][P:21]([OH:24])([OH:23])=[O:20])[CH:7]([O:27][P:26]([OH:29])([OH:28])=[O:25])[CH:6]1[O:22][P:21]([OH:24])([OH:23])=[O:20], predict the reactants needed to synthesize it. The reactants are: [CH3:1][CH2:2][CH2:3][CH2:4][NH:5][C:6]1[CH:7]=[CH:8][C:9]([C:12]([O:14][CH2:15][CH2:16][N:17]([CH3:19])[CH3:18])=[O:13])=[CH:10][CH:11]=1.[OH:20][P:21]([O-:24])([OH:23])=[O:22].[OH:25][P:26]([O-:29])([O-:28])=[O:27].[Na+].[Na+].[Na+].[Cl-].[Cl-].[K+].[K+]. (5) Given the product [Br:1][C:2]1[CH:3]=[C:4]([NH:8][CH:14]([C:13]2[CH:16]=[CH:17][C:10]([CH3:9])=[CH:11][CH:12]=2)[C:22]#[N:23])[CH:5]=[N:6][CH:7]=1, predict the reactants needed to synthesize it. The reactants are: [Br:1][C:2]1[CH:3]=[C:4]([NH2:8])[CH:5]=[N:6][CH:7]=1.[CH3:9][C:10]1[CH:17]=[CH:16][C:13]([CH:14]=O)=[CH:12][CH:11]=1.[Si]([C:22]#[N:23])(C)(C)C.